Dataset: Peptide-MHC class II binding affinity with 134,281 pairs from IEDB. Task: Regression. Given a peptide amino acid sequence and an MHC pseudo amino acid sequence, predict their binding affinity value. This is MHC class II binding data. (1) The peptide sequence is VMAPDKPSLDISLET. The MHC is DRB1_0404 with pseudo-sequence DRB1_0404. The binding affinity (normalized) is 0.120. (2) The MHC is DRB3_0202 with pseudo-sequence DRB3_0202. The binding affinity (normalized) is 0.0928. The peptide sequence is EFIPMKSSWGAIWRI. (3) The peptide sequence is MVGTILEMLGTRLDQ. The MHC is DRB1_0101 with pseudo-sequence DRB1_0101. The binding affinity (normalized) is 0.668. (4) The peptide sequence is LSTSVVMAVVRVRTW. The MHC is H-2-IAd with pseudo-sequence H-2-IAd. The binding affinity (normalized) is 0.572. (5) The peptide sequence is EKKYFAATQFEPLGA. The MHC is HLA-DPA10201-DPB10501 with pseudo-sequence HLA-DPA10201-DPB10501. The binding affinity (normalized) is 0.823. (6) The peptide sequence is DLGRNEVVNDVSTFS. The MHC is HLA-DQA10101-DQB10501 with pseudo-sequence HLA-DQA10101-DQB10501. The binding affinity (normalized) is 0. (7) The peptide sequence is GMMMGMFNMLSTVLG. The MHC is DRB1_1101 with pseudo-sequence DRB1_1101. The binding affinity (normalized) is 0.469.